Dataset: Reaction yield outcomes from USPTO patents with 853,638 reactions. Task: Predict the reaction yield, written as a fraction of the theoretical maximum amount of product (1.0 means a 100% yield; for example, 0.34 means a 34% yield). (1) The reactants are Cl[C:2]1[N:7]=[C:6]([NH2:8])[N:5]=[C:4]([NH2:9])[C:3]=1[N+:10]([O-:12])=[O:11].C([O-])(O)=O.[Na+].[CH3:18][C:19]1[O:23][C:22](B(O)O)=[CH:21][CH:20]=1. The catalyst is C1COCC1.CCOC(C)=O.O.C1C=CC([P]([Pd]([P](C2C=CC=CC=2)(C2C=CC=CC=2)C2C=CC=CC=2)([P](C2C=CC=CC=2)(C2C=CC=CC=2)C2C=CC=CC=2)[P](C2C=CC=CC=2)(C2C=CC=CC=2)C2C=CC=CC=2)(C2C=CC=CC=2)C2C=CC=CC=2)=CC=1. The product is [CH3:18][C:19]1[O:23][C:22]([C:2]2[N:7]=[C:6]([NH2:8])[N:5]=[C:4]([NH2:9])[C:3]=2[N+:10]([O-:12])=[O:11])=[CH:21][CH:20]=1. The yield is 0.720. (2) The reactants are [Cl:1][C:2]1[CH:7]=[CH:6][C:5]([N:8]([C@H:13]2[C:22]3[C:17](=[CH:18][CH:19]=[CH:20][CH:21]=3)[NH:16][C@@H:15]([CH3:23])[CH2:14]2)[C:9](=[O:12])[CH2:10][OH:11])=[CH:4][CH:3]=1.C(Cl)CCl.[C:28](O)(=[O:30])[CH3:29]. The catalyst is C(Cl)Cl. The product is [C:28]([O:11][CH2:10][C:9]([N:8]([C:5]1[CH:4]=[CH:3][C:2]([Cl:1])=[CH:7][CH:6]=1)[C@H:13]1[C:22]2[C:17](=[CH:18][CH:19]=[CH:20][CH:21]=2)[NH:16][C@@H:15]([CH3:23])[CH2:14]1)=[O:12])(=[O:30])[CH3:29]. The yield is 0.840. (3) The reactants are [N:1]1[C:10]2[C:5](=[CH:6][C:7]([C:11]([OH:13])=O)=[CH:8][CH:9]=2)[CH:4]=[CH:3][CH:2]=1.C(Cl)(=O)C(Cl)=O.CCN(C(C)C)C(C)C.Cl.[CH3:30][O:31][NH:32][CH3:33]. The catalyst is CN(C=O)C.C(Cl)Cl. The product is [CH3:30][O:31][N:32]([CH3:33])[C:11]([C:7]1[CH:6]=[C:5]2[C:10](=[CH:9][CH:8]=1)[N:1]=[CH:2][CH:3]=[CH:4]2)=[O:13]. The yield is 0.952. (4) The reactants are [F:1][C:2]1[CH:7]=[C:6]([O:8][C:9]2[CH:14]=[CH:13][N:12]=[C:11]([NH:15][C:16]([N:18]([CH3:26])[CH:19]3[CH2:24][CH2:23][N:22]([CH3:25])[CH2:21][CH2:20]3)=[O:17])[CH:10]=2)[CH:5]=[CH:4][C:3]=1[NH:27][C:28]([C:30]1([C:33]([OH:35])=O)[CH2:32][CH2:31]1)=[O:29].[NH2:36][CH:37]1[CH2:42][CH2:41][N:40]([CH3:43])[CH2:39][CH2:38]1.C(N(CC)CC)C.F[P-](F)(F)(F)(F)F.N1(O[P+](N(C)C)(N(C)C)N(C)C)C2C=CC=CC=2N=N1. The catalyst is CN(C)C=O. The product is [F:1][C:2]1[CH:7]=[C:6]([O:8][C:9]2[CH:14]=[CH:13][N:12]=[C:11]([NH:15][C:16]([N:18]([CH3:26])[CH:19]3[CH2:20][CH2:21][N:22]([CH3:25])[CH2:23][CH2:24]3)=[O:17])[CH:10]=2)[CH:5]=[CH:4][C:3]=1[NH:27][C:28]([C:30]1([C:33]([NH:36][CH:37]2[CH2:42][CH2:41][N:40]([CH3:43])[CH2:39][CH2:38]2)=[O:35])[CH2:31][CH2:32]1)=[O:29]. The yield is 0.420. (5) The reactants are [C:1]([CH2:3][C:4]([NH2:6])=[S:5])#[N:2].Br[CH2:8][C:9]([C:11]1[CH:16]=[CH:15][C:14]([S:17]([NH:20][CH2:21][CH2:22][CH:23]([CH3:25])[CH3:24])(=[O:19])=[O:18])=[CH:13][CH:12]=1)=O.C(OCC)(=O)C. The product is [C:1]([CH2:3][C:4]1[S:5][CH:8]=[C:9]([C:11]2[CH:12]=[CH:13][C:14]([S:17]([NH:20][CH2:21][CH2:22][CH:23]([CH3:25])[CH3:24])(=[O:19])=[O:18])=[CH:15][CH:16]=2)[N:6]=1)#[N:2]. The catalyst is C1COCC1. The yield is 0.470. (6) The reactants are Br[C:2]1[C:3]2[CH2:10][CH2:9][CH:8]([NH2:11])[C:4]=2[CH:5]=[N:6][CH:7]=1.[CH3:12][N:13]1[C:22]2[C:17](=[CH:18][C:19](B3OC(C)(C)C(C)(C)O3)=[CH:20][CH:21]=2)[CH2:16][CH2:15][C:14]1=[O:32].C([O-])([O-])=O.[Na+].[Na+].[Na+].[Cl-]. The catalyst is CCO.O.C1C=CC([P]([Pd]([P](C2C=CC=CC=2)(C2C=CC=CC=2)C2C=CC=CC=2)([P](C2C=CC=CC=2)(C2C=CC=CC=2)C2C=CC=CC=2)[P](C2C=CC=CC=2)(C2C=CC=CC=2)C2C=CC=CC=2)(C2C=CC=CC=2)C2C=CC=CC=2)=CC=1. The product is [NH2:11][CH:8]1[C:4]2[CH:5]=[N:6][CH:7]=[C:2]([C:19]3[CH:18]=[C:17]4[C:22](=[CH:21][CH:20]=3)[N:13]([CH3:12])[C:14](=[O:32])[CH2:15][CH2:16]4)[C:3]=2[CH2:10][CH2:9]1. The yield is 0.140.